From a dataset of Reaction yield outcomes from USPTO patents with 853,638 reactions. Predict the reaction yield, written as a fraction of the theoretical maximum amount of product (1.0 means a 100% yield; for example, 0.34 means a 34% yield). (1) The reactants are [C:1]1([CH:7]([NH:11][C:12]2[CH:17]=[CH:16][CH:15]=[CH:14][CH:13]=2)[C:8]([OH:10])=[O:9])[CH:6]=[CH:5][CH:4]=[CH:3][CH:2]=1.[N:18]12[CH2:25][CH2:24][CH:21]([CH2:22][CH2:23]1)[C@@H:20](O)[CH2:19]2.C1(P(C2C=CC=CC=2)C2C=CC=CC=2)C=CC=CC=1.N(/C(OCC)=O)=N\C(OCC)=O. The catalyst is C1COCC1. The product is [C:1]1([CH:7]([NH:11][C:12]2[CH:17]=[CH:16][CH:15]=[CH:14][CH:13]=2)[C:8]([O:10][C@H:20]2[CH:21]3[CH2:24][CH2:25][N:18]([CH2:23][CH2:22]3)[CH2:19]2)=[O:9])[CH:2]=[CH:3][CH:4]=[CH:5][CH:6]=1. The yield is 0.100. (2) The yield is 0.920. The reactants are [C:1]([O:5][C:6]([N:8]([CH3:14])[CH2:9][CH2:10][C:11]([OH:13])=[O:12])=[O:7])([CH3:4])([CH3:3])[CH3:2].[C:15]([O-])([O-])=O.[K+].[K+].CI. The catalyst is CN(C=O)C. The product is [C:1]([O:5][C:6]([N:8]([CH3:14])[CH2:9][CH2:10][C:11]([O:13][CH3:15])=[O:12])=[O:7])([CH3:4])([CH3:3])[CH3:2]. (3) The reactants are [F:1][C:2]1[CH:10]=[CH:9][C:5]([C:6]([OH:8])=[O:7])=[CH:4][CH:3]=1.O=S(Cl)Cl.[CH2:15](O)[CH3:16]. No catalyst specified. The product is [F:1][C:2]1[CH:10]=[CH:9][C:5]([C:6]([O:8][CH2:15][CH3:16])=[O:7])=[CH:4][CH:3]=1. The yield is 0.990. (4) The reactants are C([CH:8]([C:22]1[CH:27]=[CH:26][C:25]([NH:28][C:29]([O:31][C:32]([CH3:35])([CH3:34])[CH3:33])=[O:30])=[CH:24][CH:23]=1)[C:9](C(C1C=CC=CC=1)C)(N)[C:10]([OH:12])=[O:11])C1C=CC=CC=1.[CH3:36][CH2:37][CH2:38]CCCCCCCN. The catalyst is C(Cl)Cl. The product is [CH:37]([O:12][C:10](=[O:11])[CH:9]=[CH:8][C:22]1[CH:23]=[CH:24][C:25]([NH:28][C:29]([O:31][C:32]([CH3:33])([CH3:34])[CH3:35])=[O:30])=[CH:26][CH:27]=1)([CH3:38])[CH3:36]. The yield is 0.730.